This data is from Forward reaction prediction with 1.9M reactions from USPTO patents (1976-2016). The task is: Predict the product of the given reaction. (1) The product is: [Cl:3][C:4]1[CH:9]=[CH:8][C:7]([C:10]2[CH:15]=[CH:14][C:13]([O:16][C:17]([F:20])([F:19])[F:18])=[C:12]([CH2:21][NH:22][C@H:23]3[CH2:28][CH2:27][N:26]([C:37](=[O:38])[CH2:36][OH:39])[CH2:25][C@H:24]3[C:29]3[CH:34]=[CH:33][CH:32]=[CH:31][CH:30]=3)[CH:11]=2)=[C:6]([F:35])[CH:5]=1. Given the reactants Cl.Cl.[Cl:3][C:4]1[CH:9]=[CH:8][C:7]([C:10]2[CH:15]=[CH:14][C:13]([O:16][C:17]([F:20])([F:19])[F:18])=[C:12]([CH2:21][NH:22][C@H:23]3[CH2:28][CH2:27][NH:26][CH2:25][C@H:24]3[C:29]3[CH:34]=[CH:33][CH:32]=[CH:31][CH:30]=3)[CH:11]=2)=[C:6]([F:35])[CH:5]=1.[C:36](O)(=[O:39])[CH2:37][OH:38], predict the reaction product. (2) Given the reactants [Br:1][C:2]1[CH:11]=[C:10]2[C:5]([C:6](Cl)=[CH:7][CH:8]=[N:9]2)=[CH:4][CH:3]=1.C[O-].[Na+].[O:16]1CCOC[CH2:17]1, predict the reaction product. The product is: [Br:1][C:2]1[CH:11]=[C:10]2[C:5]([C:6]([O:16][CH3:17])=[CH:7][CH:8]=[N:9]2)=[CH:4][CH:3]=1. (3) Given the reactants [CH3:1][O:2][CH2:3][CH2:4][C:5]1[C@H:6]2[CH2:11][C@@H:8]([CH2:9][CH:10]=1)[C:7]2([CH3:13])[CH3:12].C12BC(CCC1)CCC2.[O:23]1CCC[CH2:24]1, predict the reaction product. The product is: [CH3:1][O:2][CH2:3][CH2:4][C@H:5]1[C@H:10]([CH:24]=[O:23])[CH2:9][C@@H:8]2[CH2:11][C@H:6]1[C:7]2([CH3:13])[CH3:12]. (4) The product is: [CH3:24][C:10]1[N:9]=[C:8]([C:6]2[CH:5]=[CH:4][N:3]=[C:2]([C:32]3[CH:31]=[CH:30][CH:29]=[C:28]([N+:25]([O-:27])=[O:26])[CH:33]=3)[N:7]=2)[CH:13]=[C:12]([C:14]2[CH:19]=[CH:18][C:17]([C:20]([F:23])([F:22])[F:21])=[CH:16][CH:15]=2)[CH:11]=1. Given the reactants Cl[C:2]1[N:7]=[C:6]([C:8]2[CH:13]=[C:12]([C:14]3[CH:19]=[CH:18][C:17]([C:20]([F:23])([F:22])[F:21])=[CH:16][CH:15]=3)[CH:11]=[C:10]([CH3:24])[N:9]=2)[CH:5]=[CH:4][N:3]=1.[N+:25]([C:28]1[CH:29]=[C:30](B(O)O)[CH:31]=[CH:32][CH:33]=1)([O-:27])=[O:26], predict the reaction product. (5) Given the reactants [CH3:1][C:2]([CH3:24])([CH2:17][C:18]1[CH:23]=[CH:22][CH:21]=[CH:20][CH:19]=1)[CH2:3][C@H:4]([CH2:8][C:9]([N:11]1[CH2:16][CH2:15][O:14][CH2:13][CH2:12]1)=[O:10])[C:5]([OH:7])=O.[NH2:25][CH:26]([CH2:38][CH2:39][CH3:40])[C@@H:27]([C:29]1[O:30][C:31]2[CH:37]=[CH:36][CH:35]=[CH:34][C:32]=2[N:33]=1)[OH:28], predict the reaction product. The product is: [O:30]1[C:31]2[CH:37]=[CH:36][CH:35]=[CH:34][C:32]=2[N:33]=[C:29]1[C:27]([C@@H:26]([NH:25][C:5](=[O:7])[CH:4]([CH2:8][C:9]([N:11]1[CH2:16][CH2:15][O:14][CH2:13][CH2:12]1)=[O:10])[CH2:3][C:2]([CH3:1])([CH3:24])[CH2:17][C:18]1[CH:23]=[CH:22][CH:21]=[CH:20][CH:19]=1)[CH2:38][CH2:39][CH3:40])=[O:28].